Dataset: Full USPTO retrosynthesis dataset with 1.9M reactions from patents (1976-2016). Task: Predict the reactants needed to synthesize the given product. (1) Given the product [Cl:1][C:2]1[CH:7]=[C:6]([NH:8][C:9]2[C:18]3[C:13](=[CH:14][CH:15]=[CH:16][C:17]=3[O:19][CH2:20][CH:21]3[CH2:26][CH2:25][N:24]([C:27](=[O:30])[CH2:28][OH:29])[CH2:23][CH2:22]3)[N:12]=[CH:11][N:10]=2)[CH:5]=[CH:4][C:3]=1[O:31][CH2:34][C:35]1[N:36]=[CH:37][S:38][CH:39]=1, predict the reactants needed to synthesize it. The reactants are: [Cl:1][C:2]1[CH:7]=[C:6]([NH:8][C:9]2[C:18]3[C:13](=[CH:14][CH:15]=[CH:16][C:17]=3[O:19][CH2:20][CH:21]3[CH2:26][CH2:25][N:24]([C:27](=[O:30])[CH2:28][OH:29])[CH2:23][CH2:22]3)[N:12]=[CH:11][N:10]=2)[CH:5]=[CH:4][C:3]=1[OH:31].Cl.Cl[CH2:34][C:35]1[N:36]=[CH:37][S:38][CH:39]=1. (2) Given the product [CH3:28][N:26]([CH3:27])[C:25]([C:24]1[N:23]([C:30]2[CH:35]=[CH:34][C:33]([O:36][CH3:37])=[CH:32][CH:31]=2)[C:22]([C:38]([O:40][CH2:41][CH3:42])=[O:39])=[C:21]([OH:43])[C:20]=1[O:19][P:9]([OH:10])([OH:11])=[O:8])=[O:29], predict the reactants needed to synthesize it. The reactants are: C([O:8][P:9]([O:19][C:20]1[C:21]([OH:43])=[C:22]([C:38]([O:40][CH2:41][CH3:42])=[O:39])[N:23]([C:30]2[CH:35]=[CH:34][C:33]([O:36][CH3:37])=[CH:32][CH:31]=2)[C:24]=1[C:25](=[O:29])[N:26]([CH3:28])[CH3:27])([O:11]CC1C=CC=CC=1)=[O:10])C1C=CC=CC=1. (3) Given the product [CH3:1][O:2][C:3]([C@@H:5]1[CH2:9][C:8](=[O:10])[N:7]([C:11]2[CH:12]=[CH:13][C:14]([O:17][CH2:21][C:20]3[C:19]([F:18])=[CH:26][CH:25]=[CH:24][C:23]=3[F:27])=[CH:15][CH:16]=2)[CH2:6]1)=[O:4], predict the reactants needed to synthesize it. The reactants are: [CH3:1][O:2][C:3]([C@@H:5]1[CH2:9][C:8](=[O:10])[N:7]([C:11]2[CH:16]=[CH:15][C:14]([OH:17])=[CH:13][CH:12]=2)[CH2:6]1)=[O:4].[F:18][C:19]1[CH:26]=[CH:25][CH:24]=[C:23]([F:27])[C:20]=1[CH2:21]O. (4) Given the product [Cl:1][C:2]1[N:10]=[C:9]2[C:5]([N:6]=[CH:7][N:8]2[CH2:11][CH3:12])=[C:4]([N:14]2[CH2:19][CH2:18][O:17][CH2:16][CH2:15]2)[N:3]=1, predict the reactants needed to synthesize it. The reactants are: [Cl:1][C:2]1[N:10]=[C:9]2[C:5]([N:6]=[CH:7][N:8]2[CH2:11][CH3:12])=[C:4](Cl)[N:3]=1.[NH:14]1[CH2:19][CH2:18][O:17][CH2:16][CH2:15]1. (5) Given the product [CH2:1]([O:3][C:4]([N:6]1[CH2:11][CH2:10][CH:9]([C:12]2[C:20]3[C:15](=[CH:16][C:17]([F:21])=[CH:18][CH:19]=3)[N:14]([CH2:28][C:25]3[S:24][C:23]([Cl:22])=[CH:27][CH:26]=3)[CH:13]=2)[CH2:8][CH2:7]1)=[O:5])[CH3:2], predict the reactants needed to synthesize it. The reactants are: [CH2:1]([O:3][C:4]([N:6]1[CH2:11][CH2:10][CH:9]([C:12]2[C:20]3[C:15](=[CH:16][C:17]([F:21])=[CH:18][CH:19]=3)[NH:14][CH:13]=2)[CH2:8][CH2:7]1)=[O:5])[CH3:2].[Cl:22][C:23]1[S:24][C:25]([CH2:28]Cl)=[CH:26][CH:27]=1.